Dataset: Forward reaction prediction with 1.9M reactions from USPTO patents (1976-2016). Task: Predict the product of the given reaction. (1) The product is: [C:1]([C:4]1[CH:5]=[C:6]([CH:24]2[CH2:29][CH2:28][N:27]([C:30]([O:32][C:33]([CH3:36])([CH3:35])[CH3:34])=[O:31])[CH2:26][CH2:25]2)[CH:7]=[N:8][C:9]=1[O:10][C:11]1[CH:12]=[CH:13][C:14]([O:17][C:18]2[CH:23]=[CH:22][CH:21]=[CH:20][CH:19]=2)=[CH:15][CH:16]=1)(=[O:3])[NH2:2]. Given the reactants [C:1]([C:4]1[CH:5]=[C:6]([C:24]2[CH2:25][CH2:26][N:27]([C:30]([O:32][C:33]([CH3:36])([CH3:35])[CH3:34])=[O:31])[CH2:28][CH:29]=2)[CH:7]=[N:8][C:9]=1[O:10][C:11]1[CH:16]=[CH:15][C:14]([O:17][C:18]2[CH:23]=[CH:22][CH:21]=[CH:20][CH:19]=2)=[CH:13][CH:12]=1)(=[O:3])[NH2:2], predict the reaction product. (2) Given the reactants [F:1][C:2]1[CH:11]=[C:10]([C:12]2[C:13]([CH3:42])([CH3:41])[C@H:14]3[C@:27]([CH3:30])([CH2:28][CH:29]=2)[C@@H:26]2[C@:17]([CH3:40])([C@@:18]4([CH3:39])[C@H:23]([CH2:24][CH2:25]2)[C@H:22]2[C@H:31]([C:34]([CH3:36])=[CH2:35])[CH2:32][CH2:33][C@:21]2([CH:37]=O)[CH2:20][CH2:19]4)[CH2:16][CH2:15]3)[CH:9]=[CH:8][C:3]=1[C:4]([O:6]C)=[O:5].[NH2:43][CH2:44][CH2:45][CH2:46][N:47]1[CH2:52][CH2:51][S:50](=[O:54])(=[O:53])[CH2:49][CH2:48]1, predict the reaction product. The product is: [O:53]=[S:50]1(=[O:54])[CH2:49][CH2:48][N:47]([CH2:46][CH2:45][CH2:44][NH:43][CH2:37][C@:21]23[CH2:33][CH2:32][C@@H:31]([C:34]([CH3:36])=[CH2:35])[C@@H:22]2[C@@H:23]2[C@@:18]([CH3:39])([CH2:19][CH2:20]3)[C@@:17]3([CH3:40])[C@@H:26]([C@:27]4([CH3:30])[C@@H:14]([CH2:15][CH2:16]3)[C:13]([CH3:41])([CH3:42])[C:12]([C:10]3[CH:9]=[CH:8][C:3]([C:4]([OH:6])=[O:5])=[C:2]([F:1])[CH:11]=3)=[CH:29][CH2:28]4)[CH2:25][CH2:24]2)[CH2:52][CH2:51]1. (3) Given the reactants [O:1]([C:8]1[CH:15]=[CH:14][C:11]([CH2:12][NH2:13])=[CH:10][CH:9]=1)[C:2]1[CH:7]=[CH:6][CH:5]=[CH:4][CH:3]=1.Cl[CH2:17][C:18]1[N:19]=[C:20]([C:23]2[CH:31]=[CH:30][C:26]([C:27](Cl)=[O:28])=[CH:25][CH:24]=2)[S:21][CH:22]=1.[F:32][C:33]([F:44])([F:43])[C:34]1[CH:42]=[CH:41][C:37]([C:38](Cl)=[O:39])=[CH:36][CH:35]=1.[NH2:45][C:46]1[CH:58]=[CH:57][C:49]2[O:50]C(C)(C)[O:52][C:53](=[O:54])[C:48]=2[CH:47]=1, predict the reaction product. The product is: [OH:50][C:49]1[CH:57]=[CH:58][C:46]([N:45]([CH2:17][C:18]2[N:19]=[C:20]([C:23]3[CH:31]=[CH:30][C:26]([C:27]([NH:13][CH2:12][C:11]4[CH:10]=[CH:9][C:8]([O:1][C:2]5[CH:3]=[CH:4][CH:5]=[CH:6][CH:7]=5)=[CH:15][CH:14]=4)=[O:28])=[CH:25][CH:24]=3)[S:21][CH:22]=2)[C:38](=[O:39])[C:37]2[CH:41]=[CH:42][C:34]([C:33]([F:44])([F:43])[F:32])=[CH:35][CH:36]=2)=[CH:47][C:48]=1[C:53]([OH:54])=[O:52]. (4) Given the reactants [C:1]([O:5][C:6]([NH:8][C@H:9]([C:14]([OH:16])=[O:15])[CH2:10][CH2:11][S:12][CH3:13])=[O:7])([CH3:4])([CH3:3])[CH3:2].[CH:17]1(O)[CH2:21][CH2:20][CH2:19][CH2:18]1.C(Cl)CCl, predict the reaction product. The product is: [CH:17]1([O:15][C:14](=[O:16])[C@H:9]([CH2:10][CH2:11][S:12][CH3:13])[NH:8][C:6]([O:5][C:1]([CH3:4])([CH3:2])[CH3:3])=[O:7])[CH2:21][CH2:20][CH2:19][CH2:18]1. (5) Given the reactants CC1C=CC(S([O:11][CH2:12][CH2:13][CH2:14][N:15]2[C:23](=[O:24])[C:22]3[C:17](=[CH:18][CH:19]=[CH:20][CH:21]=3)[C:16]2=[O:25])(=O)=O)=CC=1.C(=O)([O-])[O-].[K+].[K+].[F:32][C:33]([F:43])([F:42])[O:34][C:35]1[CH:40]=[CH:39][C:38](O)=[CH:37][CH:36]=1, predict the reaction product. The product is: [F:32][C:33]([F:42])([F:43])[O:34][C:35]1[CH:40]=[CH:39][C:38]([O:11][CH2:12][CH2:13][CH2:14][N:15]2[C:16](=[O:25])[C:17]3[C:22](=[CH:21][CH:20]=[CH:19][CH:18]=3)[C:23]2=[O:24])=[CH:37][CH:36]=1.